The task is: Regression. Given two drug SMILES strings and cell line genomic features, predict the synergy score measuring deviation from expected non-interaction effect.. This data is from NCI-60 drug combinations with 297,098 pairs across 59 cell lines. (1) Drug 1: COC1=CC(=CC(=C1O)OC)C2C3C(COC3=O)C(C4=CC5=C(C=C24)OCO5)OC6C(C(C7C(O6)COC(O7)C8=CC=CS8)O)O. Drug 2: C#CCC(CC1=CN=C2C(=N1)C(=NC(=N2)N)N)C3=CC=C(C=C3)C(=O)NC(CCC(=O)O)C(=O)O. Cell line: OVCAR3. Synergy scores: CSS=17.2, Synergy_ZIP=-8.08, Synergy_Bliss=0.895, Synergy_Loewe=0.853, Synergy_HSA=0.721. (2) Drug 1: C1=CC(=CC=C1CC(C(=O)O)N)N(CCCl)CCCl.Cl. Drug 2: CC1CCCC2(C(O2)CC(NC(=O)CC(C(C(=O)C(C1O)C)(C)C)O)C(=CC3=CSC(=N3)C)C)C. Cell line: BT-549. Synergy scores: CSS=15.1, Synergy_ZIP=-4.74, Synergy_Bliss=0.517, Synergy_Loewe=-3.06, Synergy_HSA=-1.34. (3) Drug 1: C1CCC(CC1)NC(=O)N(CCCl)N=O. Drug 2: CC(C1=C(C=CC(=C1Cl)F)Cl)OC2=C(N=CC(=C2)C3=CN(N=C3)C4CCNCC4)N. Cell line: MCF7. Synergy scores: CSS=22.1, Synergy_ZIP=-5.00, Synergy_Bliss=-0.877, Synergy_Loewe=-4.80, Synergy_HSA=-1.49. (4) Drug 1: C1C(C(OC1N2C=C(C(=O)NC2=O)F)CO)O. Drug 2: C1CN(P(=O)(OC1)NCCCl)CCCl. Cell line: BT-549. Synergy scores: CSS=17.2, Synergy_ZIP=0.000115, Synergy_Bliss=-0.961, Synergy_Loewe=-6.08, Synergy_HSA=-0.925. (5) Drug 1: C1CCN(CC1)CCOC2=CC=C(C=C2)C(=O)C3=C(SC4=C3C=CC(=C4)O)C5=CC=C(C=C5)O. Drug 2: C1=NC2=C(N1)C(=S)N=C(N2)N. Cell line: BT-549. Synergy scores: CSS=2.44, Synergy_ZIP=-6.46, Synergy_Bliss=-4.13, Synergy_Loewe=-10.3, Synergy_HSA=-6.08.